From a dataset of Full USPTO retrosynthesis dataset with 1.9M reactions from patents (1976-2016). Predict the reactants needed to synthesize the given product. (1) Given the product [CH3:1][O:2][C:3]1[C:4]([NH:14][C:15]([N:31]2[CH2:32][CH2:33][N:28]([C:23]3[CH:24]=[C:25]([CH3:27])[CH:26]=[C:21]([CH3:20])[CH:22]=3)[CH2:29][CH2:30]2)=[O:19])=[N:5][C:6]2[C:11]([N:12]=1)=[CH:10][C:9]([CH3:13])=[CH:8][CH:7]=2, predict the reactants needed to synthesize it. The reactants are: [CH3:1][O:2][C:3]1[C:4]([NH:14][C:15](=[O:19])OCC)=[N:5][C:6]2[C:11]([N:12]=1)=[CH:10][C:9]([CH3:13])=[CH:8][CH:7]=2.[CH3:20][C:21]1[CH:22]=[C:23]([N:28]2[CH2:33][CH2:32][NH:31][CH2:30][CH2:29]2)[CH:24]=[C:25]([CH3:27])[CH:26]=1. (2) Given the product [Cl:1][C:2]1[CH:3]=[C:4]([NH:8][C:9]([N:11]2[CH2:16][CH2:15][N:14]([CH2:17][CH2:18][CH2:19][C:20]([N:57]3[CH2:58][CH2:59][C:54]4([CH2:51][O:52][CH2:53]4)[CH2:55][CH2:56]3)=[O:22])[C:13](=[O:23])[C@@H:12]2[CH3:24])=[O:10])[CH:5]=[CH:6][CH:7]=1, predict the reactants needed to synthesize it. The reactants are: [Cl:1][C:2]1[CH:3]=[C:4]([NH:8][C:9]([N:11]2[CH2:16][CH2:15][N:14]([CH2:17][CH2:18][CH2:19][C:20]([OH:22])=O)[C:13](=[O:23])[C@@H:12]2[CH3:24])=[O:10])[CH:5]=[CH:6][CH:7]=1.ON1C=CC=CC1=O.CCN=C=NCCCN(C)C.FC(F)(F)C(O)=O.[CH2:51]1[C:54]2([CH2:59][CH2:58][NH:57][CH2:56][CH2:55]2)[CH2:53][O:52]1.C(N(CC)CC)C.OS([O-])(=O)=O.[K+]. (3) Given the product [C:28]([C:23]1[CH:24]=[CH:25][CH:26]=[CH:27][C:22]=1[C:19]1[CH:20]=[CH:21][C:16]([CH2:15][C:12]2[C:13](=[O:14])[N:8]([C@H:5]3[CH2:6][CH2:7][C@H:2]([O:1][CH:41]([CH2:42][CH3:43])[C:40]([O:39][CH2:37][CH3:38])=[O:46])[CH2:3][CH2:4]3)[C:9]3[N:10]([N:33]=[C:34]([CH3:36])[N:35]=3)[C:11]=2[CH2:30][CH2:31][CH3:32])=[CH:17][CH:18]=1)#[N:29], predict the reactants needed to synthesize it. The reactants are: [OH:1][C@H:2]1[CH2:7][CH2:6][C@H:5]([N:8]2[C:13](=[O:14])[C:12]([CH2:15][C:16]3[CH:21]=[CH:20][C:19]([C:22]4[C:23]([C:28]#[N:29])=[CH:24][CH:25]=[CH:26][CH:27]=4)=[CH:18][CH:17]=3)=[C:11]([CH2:30][CH2:31][CH3:32])[N:10]3[N:33]=[C:34]([CH3:36])[N:35]=[C:9]23)[CH2:4][CH2:3]1.[CH2:37]([O:39][C:40](=[O:46])[C:41](=[N+]=[N-])[CH2:42][CH3:43])[CH3:38].O. (4) Given the product [Br:1][C:2]1[CH:3]=[N:4][C:5]2[N:6]([N:8]=[C:9]([C:11]([N:20]3[CH2:19][CH2:18][N:17]4[C:21]([C:24]5[CH:25]=[N:26][CH:27]=[CH:28][CH:29]=5)=[CH:22][CH:23]=[C:16]4[CH:15]3[CH3:14])=[O:13])[CH:10]=2)[CH:7]=1, predict the reactants needed to synthesize it. The reactants are: [Br:1][C:2]1[CH:3]=[N:4][C:5]2[N:6]([N:8]=[C:9]([C:11]([OH:13])=O)[CH:10]=2)[CH:7]=1.[CH3:14][CH:15]1[NH:20][CH2:19][CH2:18][N:17]2[C:21]([C:24]3[CH:25]=[N:26][CH:27]=[CH:28][CH:29]=3)=[CH:22][CH:23]=[C:16]12. (5) Given the product [C:10]([C:14]1[CH:15]=[C:16]([C:24](=[O:26])[CH3:25])[CH:17]=[C:18]([N+:21]([O-:23])=[O:22])[C:19]=1[O:20][CH2:27][O:28][CH3:29])([CH3:13])([CH3:11])[CH3:12], predict the reactants needed to synthesize it. The reactants are: C(N(C(C)C)CC)(C)C.[C:10]([C:14]1[CH:15]=[C:16]([C:24](=[O:26])[CH3:25])[CH:17]=[C:18]([N+:21]([O-:23])=[O:22])[C:19]=1[OH:20])([CH3:13])([CH3:12])[CH3:11].[CH3:27][O:28][CH2:29]Cl. (6) Given the product [OH:1][C:2]1[C:11]2[C:6](=[CH:7][CH:8]=[CH:9][CH:10]=2)[N:5]([CH2:12][CH2:13][CH:14]([CH3:16])[CH3:15])[C:4](=[O:17])[C:3]=1[C:18]1[NH:23][C:22]2[C:24]([OH:28])=[CH:25][CH:26]=[CH:27][C:21]=2[S:20](=[O:30])(=[O:31])[N:19]=1, predict the reactants needed to synthesize it. The reactants are: [OH:1][C:2]1[C:11]2[C:6](=[CH:7][CH:8]=[CH:9][CH:10]=2)[N:5]([CH2:12][CH2:13][CH:14]([CH3:16])[CH3:15])[C:4](=[O:17])[C:3]=1[C:18]1[NH:23][C:22]2[C:24]([O:28]C)=[CH:25][CH:26]=[CH:27][C:21]=2[S:20](=[O:31])(=[O:30])[N:19]=1. (7) Given the product [N:43]1[CH:42]=[C:41]([NH:40][C:39]([N:15]2[CH2:16][CH2:17][N:12]([CH2:11][C:10]3[CH:18]=[CH:19][CH:20]=[C:8]([O:7][C:6]4[CH:21]=[CH:22][C:3]([Cl:2])=[CH:4][CH:5]=4)[CH:9]=3)[CH2:13][CH2:14]2)=[O:38])[N:45]2[C:44]=1[CH:49]=[CH:48][CH:47]=[N:46]2, predict the reactants needed to synthesize it. The reactants are: Cl.[Cl:2][C:3]1[CH:22]=[CH:21][C:6]([O:7][C:8]2[CH:9]=[C:10]([CH:18]=[CH:19][CH:20]=2)[CH2:11][N:12]2[CH2:17][CH2:16][NH:15][CH2:14][CH2:13]2)=[CH:5][CH:4]=1.C(N(C(C)C)CC)(C)C.C1([O:38][C:39](=O)[NH:40][C:41]2[N:45]3[N:46]=[CH:47][CH:48]=[CH:49][C:44]3=[N:43][CH:42]=2)C=CC=CC=1. (8) Given the product [C:1]([O:5][C:6](=[O:7])[NH:8][C@@H:12]1[CH2:11][CH2:10][N:13]([C:14]2[CH:19]=[CH:18][C:17]([NH2:20])=[CH:16][N:15]=2)[CH2:21]1)([CH3:2])([CH3:3])[CH3:4], predict the reactants needed to synthesize it. The reactants are: [C:1]([O:5][C:6]([N:8]1[CH2:12][CH2:11][C@H:10]([NH:13][C:14]2[CH:19]=[CH:18][C:17]([NH2:20])=[CH:16][N:15]=2)C1)=[O:7])([CH3:4])([CH3:3])[CH3:2].[C:21](OC(=O)N)(C)(C)C. (9) Given the product [F:12][C:11]1[C:2]([F:1])=[C:3]2[C:4]([C:5]([OH:7])=[C:17]([C:28]([O:29][CH2:36][CH3:37])=[O:31])[C:18](=[O:19])[N:13]2[CH3:14])=[CH:9][CH:10]=1, predict the reactants needed to synthesize it. The reactants are: [F:1][C:2]1[C:3]([NH:13][CH3:14])=[C:4]([CH:9]=[CH:10][C:11]=1[F:12])[C:5]([O:7]C)=O.FC1C(F)=C(F)C=C[C:17]=1[C:18](OC)=[O:19].[C:28](=[O:31])([O-])[O-:29].[K+].[K+].CN.[CH2:36]1COC[CH2:37]1.